This data is from Peptide-MHC class I binding affinity with 185,985 pairs from IEDB/IMGT. The task is: Regression. Given a peptide amino acid sequence and an MHC pseudo amino acid sequence, predict their binding affinity value. This is MHC class I binding data. (1) The peptide sequence is AIRGQYSGFV. The MHC is HLA-A68:02 with pseudo-sequence HLA-A68:02. The binding affinity (normalized) is 0.0922. (2) The peptide sequence is LRGKWQRRYR. The MHC is HLA-A26:01 with pseudo-sequence HLA-A26:01. The binding affinity (normalized) is 0.